Task: Predict the product of the given reaction.. Dataset: Forward reaction prediction with 1.9M reactions from USPTO patents (1976-2016) (1) Given the reactants [I:1][C:2]1[CH:7]=[CH:6][C:5]([C:8](=O)[CH2:9][CH2:10][CH2:11][CH2:12][N:13]2[CH2:18][CH2:17][CH:16]([C:19]3[CH:20]=[C:21]([NH:25][C:26](=[O:30])[CH:27]([CH3:29])[CH3:28])[CH:22]=[CH:23][CH:24]=3)[CH2:15][CH2:14]2)=[CH:4][CH:3]=1.[CH3:32][N:33]([C:35]1[CH:40]=[CH:39][CH:38]=[CH:37][CH:36]=1)N, predict the reaction product. The product is: [I:1][C:2]1[CH:7]=[CH:6][C:5]([C:8]2[N:33]([CH3:32])[C:35]3[C:40]([C:9]=2[CH2:10][CH2:11][CH2:12][N:13]2[CH2:18][CH2:17][CH:16]([C:19]4[CH:20]=[C:21]([NH:25][C:26](=[O:30])[CH:27]([CH3:29])[CH3:28])[CH:22]=[CH:23][CH:24]=4)[CH2:15][CH2:14]2)=[CH:39][CH:38]=[CH:37][CH:36]=3)=[CH:4][CH:3]=1. (2) Given the reactants [CH2:1]([C:3]1[O:7][N:6]=[C:5]([C@H:8]2[C@H:12]([C:13]3[S:14][CH:15]=[CH:16][N:17]=3)[NH:11][C@:10]([CH2:25][CH:26]([CH3:28])[CH3:27])([C:18]([O:20]C(C)(C)C)=[O:19])[CH2:9]2)[N:4]=1)[CH3:2].[CH3:29][O:30][C:31]1[CH:32]=[C:33]([CH:37]=[CH:38][C:39]=1[C:40]([CH3:43])([CH3:42])[CH3:41])[C:34](Cl)=[O:35].FC(F)(F)C(O)=O, predict the reaction product. The product is: [CH2:1]([C:3]1[O:7][N:6]=[C:5]([C@H:8]2[C@H:12]([C:13]3[S:14][CH:15]=[CH:16][N:17]=3)[N:11]([C:34](=[O:35])[C:33]3[CH:37]=[CH:38][C:39]([C:40]([CH3:41])([CH3:42])[CH3:43])=[C:31]([O:30][CH3:29])[CH:32]=3)[C@:10]([CH2:25][CH:26]([CH3:27])[CH3:28])([C:18]([OH:20])=[O:19])[CH2:9]2)[N:4]=1)[CH3:2]. (3) Given the reactants Cl.[N:2]1[CH:3]=[CH:4][N:5]2[CH:10]=[CH:9][N:8]=[C:7]([N:11]3[CH2:15][CH2:14][C@H:13]([NH2:16])[CH2:12]3)[C:6]=12.[C:17]1([N:23]2[CH:27]=[N:26][C:25]([C:28](O)=[O:29])=[N:24]2)[CH:22]=[CH:21][CH:20]=[CH:19][CH:18]=1.C(N(CC)C(C)C)C.CN(C(ON1N=NC2C=CC=NC1=2)=[N+](C)C)C.F[P-](F)(F)(F)(F)F, predict the reaction product. The product is: [N:2]1[CH:3]=[CH:4][N:5]2[CH:10]=[CH:9][N:8]=[C:7]([N:11]3[CH2:15][CH2:14][C@H:13]([NH:16][C:28]([C:25]4[N:26]=[CH:27][N:23]([C:17]5[CH:18]=[CH:19][CH:20]=[CH:21][CH:22]=5)[N:24]=4)=[O:29])[CH2:12]3)[C:6]=12. (4) Given the reactants [NH2:1][C:2]1[N:7]=[CH:6][C:5]([C:8]2[CH:9]=[C:10]([NH2:19])[C:11]([NH:14][C:15]([CH3:18])([CH3:17])[CH3:16])=[CH:12][CH:13]=2)=[CH:4][N:3]=1.[CH3:20][O:21][C:22]1[CH:23]=[CH:24][C:25]([C:30]2[S:31][C:32]([CH3:35])=[CH:33][N:34]=2)=[C:26]([CH:29]=1)[CH:27]=O.OOS([O-])=O.[K+].S([O-])([O-])(=O)=S.[Na+].[Na+], predict the reaction product. The product is: [C:15]([N:14]1[C:11]2[CH:12]=[CH:13][C:8]([C:5]3[CH:4]=[N:3][C:2]([NH2:1])=[N:7][CH:6]=3)=[CH:9][C:10]=2[N:19]=[C:27]1[C:26]1[CH:29]=[C:22]([O:21][CH3:20])[CH:23]=[CH:24][C:25]=1[C:30]1[S:31][C:32]([CH3:35])=[CH:33][N:34]=1)([CH3:16])([CH3:18])[CH3:17]. (5) Given the reactants [NH2:1][C:2]1[CH:7]=[C:6]([O:8][C:9]2[CH:14]=[CH:13][C:12]([NH2:15])=[C:11]([Cl:16])[CH:10]=2)[CH:5]=[CH:4][N:3]=1.[CH2:17]([N:19]([CH2:22][CH3:23])[CH2:20]C)[CH3:18].ClC(OC1C=CC=CC=1)=[S:26].N1CCCC1, predict the reaction product. The product is: [NH2:15][C:12]1[CH:13]=[CH:14][C:9]([O:8][C:6]2[CH:5]=[CH:4][N:3]=[C:2]([NH:1][C:20]([N:19]3[CH2:22][CH2:23][CH2:18][CH2:17]3)=[S:26])[CH:7]=2)=[CH:10][C:11]=1[Cl:16].